This data is from Forward reaction prediction with 1.9M reactions from USPTO patents (1976-2016). The task is: Predict the product of the given reaction. (1) Given the reactants [CH3:1][O:2][C:3]1[C:12]([O:13][CH3:14])=[C:11]2[C:6]([C:7]([NH:15][C@@H:16]3[CH2:20][CH2:19][O:18][CH2:17]3)=[N:8][CH:9]=[N:10]2)=[CH:5][CH:4]=1.[H-].[Na+].[CH3:23]I, predict the reaction product. The product is: [CH3:1][O:2][C:3]1[C:12]([O:13][CH3:14])=[C:11]2[C:6]([C:7]([N:15]([CH3:23])[C@H:16]3[CH2:20][CH2:19][O:18][CH2:17]3)=[N:8][CH:9]=[N:10]2)=[CH:5][CH:4]=1. (2) Given the reactants [Br:1][C:2]1[C:7](=[O:8])[N:6]([CH2:9][CH2:10][N:11]2C(=O)C3C(=CC=CC=3)C2=O)[N:5]=[CH:4][C:3]=1[NH:22][C@@H:23]1[CH2:28][C@@H:27]2[CH2:29][C@@H:25]([C:26]2([CH3:31])[CH3:30])[C@H:24]1[CH3:32].O.NN, predict the reaction product. The product is: [NH2:11][CH2:10][CH2:9][N:6]1[C:7](=[O:8])[C:2]([Br:1])=[C:3]([NH:22][C@@H:23]2[CH2:28][C@@H:27]3[CH2:29][C@@H:25]([C:26]3([CH3:31])[CH3:30])[C@H:24]2[CH3:32])[CH:4]=[N:5]1. (3) Given the reactants [Li][CH2:2]CCC.Br[C:7]1[CH:12]=[CH:11][C:10]([Cl:13])=[C:9]([CH2:14][C:15]2[CH:20]=[CH:19][C:18]([CH:21]3[CH2:23][CH2:22]3)=[CH:17][CH:16]=2)[CH:8]=1.C[Si](C)(C)[O:26][C@@H:27]1[C@@H:32]([O:33][Si](C)(C)C)[C@H:31]([O:38][Si](C)(C)C)[C@@H:30]([CH2:43][O:44][Si](C)(C)C)[O:29][C:28]1=[O:49].Cl.C(=O)(O)[O-].[Na+], predict the reaction product. The product is: [Cl:13][C:10]1[CH:11]=[CH:12][C:7]([C:28]2([O:49][CH3:2])[C@H:27]([OH:26])[C@@H:32]([OH:33])[C@H:31]([OH:38])[C@@H:30]([CH2:43][OH:44])[O:29]2)=[CH:8][C:9]=1[CH2:14][C:15]1[CH:20]=[CH:19][C:18]([CH:21]2[CH2:23][CH2:22]2)=[CH:17][CH:16]=1. (4) The product is: [CH2:78]([O:8][C:9]1[CH:10]=[CH:11][C:12]2[CH2:13][C@H:14]3[N:26]([CH2:27][CH:28]4[CH2:29][CH2:30]4)[CH2:25][CH2:24][C@:20]45[C:21]=2[C:22]=1[O:23][C@H:19]4[C@H:18]([N:31]1[CH:32]([CH2:47][C:43]([O:45][CH3:46])=[O:44])[C:33]2[C:38](=[CH:37][CH:36]=[CH:35][CH:34]=2)[C:39]1=[O:40])[CH2:17][CH2:16][C@@:15]35[OH:42])[C:72]1[CH:77]=[CH:76][CH:75]=[CH:74][CH:73]=1. Given the reactants C([O:8][C:9]1[CH:10]=[CH:11][C:12]2[CH2:13][C@H:14]3[N:26]([CH2:27][CH:28]4[CH2:30][CH2:29]4)[CH2:25][CH2:24][C@:20]45[C:21]=2[C:22]=1[O:23][C@H:19]4[C@H:18]([N:31]1[CH:39]([OH:40])[C:38]2[C:33](=[CH:34][CH:35]=[CH:36][CH:37]=2)[C:32]1=O)[CH2:17][CH2:16][C@@:15]35[OH:42])C1C=CC=CC=1.[C:43]([CH:47]=P(C1C=CC=CC=1)(C1C=CC=CC=1)C1C=CC=CC=1)([O:45][CH3:46])=[O:44].C(=O)([O-])O.[Na+].[C:72]1([CH3:78])[CH:77]=[CH:76][CH:75]=[CH:74][CH:73]=1, predict the reaction product. (5) Given the reactants [F:1][C:2]1[CH:3]=[CH:4][C:5]([CH3:19])=[C:6]([C:8]([CH3:18])([CH3:17])[CH2:9][C:10]2([C:13]([F:16])([F:15])[F:14])[CH2:12][O:11]2)[CH:7]=1.[S:20]1[C:28]2[C:23](=[N:24][CH:25]=[CH:26][C:27]=2[OH:29])[CH:22]=[CH:21]1.[O-]CC.[Na+], predict the reaction product. The product is: [F:1][C:2]1[CH:3]=[CH:4][C:5]([CH3:19])=[C:6]([C:8]([CH3:18])([CH3:17])[CH2:9][C:10]([OH:11])([C:13]([F:16])([F:15])[F:14])[CH2:12][N:24]2[CH:25]=[CH:26][C:27](=[O:29])[C:28]3[S:20][CH:21]=[CH:22][C:23]2=3)[CH:7]=1.